From a dataset of Catalyst prediction with 721,799 reactions and 888 catalyst types from USPTO. Predict which catalyst facilitates the given reaction. (1) Product: [Cl:1][C:2]1[C:11]([CH2:12][OH:13])=[CH:10][C:9]2[C:4](=[CH:5][CH:6]=[CH:7][C:8]=2[F:17])[N:3]=1. The catalyst class is: 4. Reactant: [Cl:1][C:2]1[C:11]([C:12](OCC)=[O:13])=[CH:10][C:9]2[C:4](=[CH:5][CH:6]=[CH:7][C:8]=2[F:17])[N:3]=1.[H-].C([Al+]CC(C)C)C(C)C.[Na].C(C(C(C([O-])=O)O)O)([O-])=O.[K+].[K+]. (2) Reactant: [CH3:1][C:2]1[CH:3]=[C:4]([CH3:13])[C:5]2[O:10][CH2:9][C:8](=O)[NH:7][C:6]=2[CH:12]=1.B.O1CCCC1.Cl.O. Product: [CH3:1][C:2]1[CH:3]=[C:4]([CH3:13])[C:5]2[O:10][CH2:9][CH2:8][NH:7][C:6]=2[CH:12]=1. The catalyst class is: 54. (3) Reactant: [NH2:1][C:2]1[CH:7]=[C:6]([C:8]2[S:9][C:10]([C:13]3[CH:18]=[CH:17][C:16]([NH:19][S:20]([C:23]([F:26])([F:25])[F:24])(=[O:22])=[O:21])=[CH:15][C:14]=3[Cl:27])=[CH:11][N:12]=2)[CH:5]=[CH:4][N:3]=1.[CH3:28][S:29](Cl)(=[O:31])=[O:30]. Product: [Cl:27][C:14]1[CH:15]=[C:16]([NH:19][S:20]([C:23]([F:25])([F:26])[F:24])(=[O:22])=[O:21])[CH:17]=[CH:18][C:13]=1[C:10]1[S:9][C:8]([C:6]2[CH:5]=[CH:4][N:3]=[C:2]([NH:1][S:29]([CH3:28])(=[O:31])=[O:30])[CH:7]=2)=[N:12][CH:11]=1. The catalyst class is: 17. (4) The catalyst class is: 25. Product: [CH3:1][O:2][C:3]1[CH:4]=[CH:5][C:6]([CH2:7][N:8]2[C:16]3[C:11](=[CH:12][C:13]([OH:47])=[CH:14][CH:15]=3)[C:10]([C:26]3[N:27]=[N:28][N:29]([C:31]4[CH:36]=[CH:35][C:34]([C:37]([N:39]5[CH2:44][CH2:43][O:42][CH2:41][CH2:40]5)=[O:38])=[CH:33][CH:32]=4)[CH:30]=3)=[N:9]2)=[CH:45][CH:46]=1. Reactant: [CH3:1][O:2][C:3]1[CH:46]=[CH:45][C:6]([CH2:7][N:8]2[C:16]3[C:11](=[CH:12][C:13](B4OC(C)(C)C(C)(C)O4)=[CH:14][CH:15]=3)[C:10]([C:26]3[N:27]=[N:28][N:29]([C:31]4[CH:36]=[CH:35][C:34]([C:37]([N:39]5[CH2:44][CH2:43][O:42][CH2:41][CH2:40]5)=[O:38])=[CH:33][CH:32]=4)[CH:30]=3)=[N:9]2)=[CH:5][CH:4]=1.[OH:47]O.